Task: Predict which catalyst facilitates the given reaction.. Dataset: Catalyst prediction with 721,799 reactions and 888 catalyst types from USPTO (1) Reactant: [NH2:1][C:2]1[N:27]([C:28]2[CH:33]=[CH:32][CH:31]=[CH:30][CH:29]=2)[C:6]2[N:7]=[C:8]([NH:11][C:12]3[CH:17]=[CH:16][C:15]([CH:18]4[CH2:23][CH2:22][N:21]([CH3:24])[CH2:20][CH2:19]4)=[CH:14][C:13]=3[O:25][CH3:26])[N:9]=[CH:10][C:5]=2[C:4](=[O:34])[C:3]=1[C:35]([NH2:37])=[O:36].[ClH:38]. Product: [ClH:38].[NH2:1][C:2]1[N:27]([C:28]2[CH:33]=[CH:32][CH:31]=[CH:30][CH:29]=2)[C:6]2[N:7]=[C:8]([NH:11][C:12]3[CH:17]=[CH:16][C:15]([CH:18]4[CH2:23][CH2:22][N:21]([CH3:24])[CH2:20][CH2:19]4)=[CH:14][C:13]=3[O:25][CH3:26])[N:9]=[CH:10][C:5]=2[C:4](=[O:34])[C:3]=1[C:35]([NH2:37])=[O:36]. The catalyst class is: 158. (2) Reactant: [CH2:1]([O:5][CH2:6][C:7]([O:9][CH2:10][CH:11]([CH3:13])[CH3:12])=[O:8])[CH:2]([CH3:4])[CH3:3].[Cl:14][C:15]1[CH:22]=[CH:21][C:18]([CH:19]=O)=[CH:17][CH:16]=1.CC(C)([O-])C.[K+]. Product: [Cl:14][C:15]1[CH:22]=[CH:21][C:18]([CH:19]=[C:6]([O:5][CH2:1][CH:2]([CH3:4])[CH3:3])[C:7]([O:9][CH2:10][CH:11]([CH3:13])[CH3:12])=[O:8])=[CH:17][CH:16]=1. The catalyst class is: 1. (3) Reactant: [CH2:1]([N:4]([CH:44]1[CH2:49][CH2:48][CH2:47][CH2:46][CH2:45]1)[C:5](=[O:43])[C:6]1[CH:11]=[CH:10][C:9]([N:12]2[CH2:17][CH2:16][N:15]([CH2:18][CH2:19][CH2:20][CH2:21][C:22]3([C:35](=[O:42])[NH:36][CH2:37][C:38]([F:41])([F:40])[F:39])[C:34]4[CH:33]=[CH:32][CH:31]=[CH:30][C:29]=4[C:28]4[C:23]3=[CH:24][CH:25]=[CH:26][CH:27]=4)[CH2:14][CH2:13]2)=[N:8][CH:7]=1)[CH:2]=[CH2:3]. Product: [CH:44]1([N:4]([CH2:1][CH2:2][CH3:3])[C:5](=[O:43])[C:6]2[CH:11]=[CH:10][C:9]([N:12]3[CH2:17][CH2:16][N:15]([CH2:18][CH2:19][CH2:20][CH2:21][C:22]4([C:35](=[O:42])[NH:36][CH2:37][C:38]([F:41])([F:39])[F:40])[C:23]5[CH:24]=[CH:25][CH:26]=[CH:27][C:28]=5[C:29]5[C:34]4=[CH:33][CH:32]=[CH:31][CH:30]=5)[CH2:14][CH2:13]3)=[N:8][CH:7]=2)[CH2:45][CH2:46][CH2:47][CH2:48][CH2:49]1. The catalyst class is: 687. (4) Reactant: Br[C:2]1[CH:3]=[C:4]2[C:9](=[CH:10][CH:11]=1)[CH2:8][NH:7][CH2:6][CH2:5]2.[CH3:12][N:13](C=O)C. Product: [CH2:8]1[C:9]2[C:4](=[CH:3][C:2]([C:12]#[N:13])=[CH:11][CH:10]=2)[CH2:5][CH2:6][NH:7]1. The catalyst class is: 267. (5) Reactant: [CH2:1]([N:3]([CH2:36][CH3:37])[CH2:4][CH2:5][CH2:6][NH:7][C:8]1[N:9]=[C:10]([C:27]2[CH:35]=[CH:34][C:30]([C:31](O)=[O:32])=[CH:29][CH:28]=2)[C:11]2[CH:17]=[CH:16][C:15](=[O:18])[N:14]([C:19]3[C:24]([F:25])=[CH:23][CH:22]=[CH:21][C:20]=3[F:26])[C:12]=2[N:13]=1)[CH3:2].CN(C(O[N:46]1N=N[C:48]2C=CC=[CH:52][C:47]1=2)=[N+](C)C)C.F[P-](F)(F)(F)(F)F.C(N(CC)CC)C.C(N)(C)C. Product: [CH2:1]([N:3]([CH2:36][CH3:37])[CH2:4][CH2:5][CH2:6][NH:7][C:8]1[N:9]=[C:10]([C:27]2[CH:35]=[CH:34][C:30]([C:31]([NH:46][CH:47]([CH3:52])[CH3:48])=[O:32])=[CH:29][CH:28]=2)[C:11]2[CH:17]=[CH:16][C:15](=[O:18])[N:14]([C:19]3[C:20]([F:26])=[CH:21][CH:22]=[CH:23][C:24]=3[F:25])[C:12]=2[N:13]=1)[CH3:2]. The catalyst class is: 3. (6) Reactant: [CH3:1][C@H:2]1[CH2:4][C@H:3]1[C:5]1[CH:9]=[C:8]([NH2:10])[NH:7][N:6]=1.O.[N+:12]([CH:15]([CH:18]=O)[CH:16]=O)([O-:14])=[O:13].[Na].O. Product: [CH3:1][C@H:2]1[CH2:4][C@H:3]1[C:5]1[C:9]2[C:8](=[N:10][CH:16]=[C:15]([N+:12]([O-:14])=[O:13])[CH:18]=2)[NH:7][N:6]=1. The catalyst class is: 52. (7) Reactant: [C:1]([C:5]1[CH:12]=[CH:11][C:8]([CH2:9][NH2:10])=[CH:7][CH:6]=1)([CH3:4])([CH3:3])[CH3:2].C(N(CC)CC)C.[C:20]1([S:26](Cl)(=[O:28])=[O:27])[CH:25]=[CH:24][CH:23]=[CH:22][CH:21]=1. The catalyst class is: 2. Product: [C:1]([C:5]1[CH:6]=[CH:7][C:8]([CH2:9][NH:10][S:26]([C:20]2[CH:25]=[CH:24][CH:23]=[CH:22][CH:21]=2)(=[O:28])=[O:27])=[CH:11][CH:12]=1)([CH3:4])([CH3:2])[CH3:3].